From a dataset of Reaction yield outcomes from USPTO patents with 853,638 reactions. Predict the reaction yield, written as a fraction of the theoretical maximum amount of product (1.0 means a 100% yield; for example, 0.34 means a 34% yield). (1) The reactants are [CH3:1][N:2]1[C:6]([C:7]([OH:9])=O)=[CH:5][C:4]([CH3:10])=[N:3]1.[CH3:11][N:12](C)[CH:13]=[O:14].[C:16](Cl)(=O)[C:17](Cl)=O.[NH2:22][C:23]1[CH:24]=[C:25]([CH:43]=[CH:44][CH:45]=1)[O:26][C:27]1[CH:28]=[CH:29][C:30]2[N:31]([CH:33]=C(CCC(NC=O)=O)[N:35]=2)[N:32]=1. The catalyst is CN(C)C(=O)C.O1CCCC1. The product is [CH3:1][N:2]1[C:6]([C:7]([NH:22][C:23]2[CH:45]=[CH:44][CH:43]=[C:25]([O:26][C:27]3[CH:28]=[CH:29][C:30]4[N:31]([CH:33]=[C:11]([NH:12][C:13](=[O:14])[CH2:16][CH3:17])[N:35]=4)[N:32]=3)[CH:24]=2)=[O:9])=[CH:5][C:4]([CH3:10])=[N:3]1. The yield is 0.670. (2) The reactants are [CH3:1][S:2][C:3]1[C:4]([C:8]2[CH:9]=[N:10][CH:11]=[CH:12][CH:13]=2)=[N:5][NH:6][CH:7]=1.[CH2:14](SSCCC)[CH2:15]C.BrC1C(C2C=NC=CC=2)=NNC=1. The catalyst is C(OCC)(=O)C.C(OCC)C. The product is [CH2:1]([S:2][C:3]1[C:4]([C:8]2[CH:9]=[N:10][CH:11]=[CH:12][CH:13]=2)=[N:5][NH:6][CH:7]=1)[CH2:14][CH3:15]. The yield is 0.760. (3) The reactants are [F:1][C:2]1[CH:7]=[CH:6][C:5]([C:8]2[N:12]=[N:11][N:10]([CH3:13])[C:9]=2[CH2:14][O:15][C:16]2[N:21]=[N:20][C:19]([C:22](O)=[O:23])=[CH:18][CH:17]=2)=[CH:4][CH:3]=1.CN(C(ON1N=NC2C=CC=CC1=2)=[N+](C)C)C.[B-](F)(F)(F)F.CCN(C(C)C)C(C)C.[NH2:56][CH:57]1[CH2:62][CH2:61][O:60][CH2:59][CH2:58]1. The catalyst is CN(C=O)C. The product is [O:60]1[CH2:61][CH2:62][CH:57]([NH:56][C:22]([C:19]2[N:20]=[N:21][C:16]([O:15][CH2:14][C:9]3[N:10]([CH3:13])[N:11]=[N:12][C:8]=3[C:5]3[CH:6]=[CH:7][C:2]([F:1])=[CH:3][CH:4]=3)=[CH:17][CH:18]=2)=[O:23])[CH2:58][CH2:59]1. The yield is 0.730.